From a dataset of Reaction yield outcomes from USPTO patents with 853,638 reactions. Predict the reaction yield, written as a fraction of the theoretical maximum amount of product (1.0 means a 100% yield; for example, 0.34 means a 34% yield). The reactants are [C:1]([C:5]1[CH:10]=[C:9]([CH2:11][CH3:12])[CH:8]=[CH:7][C:6]=1[OH:13])([CH3:4])([CH3:3])[CH3:2].CCN(CC)CC.Cl[C:22]([O:24][CH3:25])=[O:23].O. The catalyst is C(Cl)Cl. The product is [C:22](=[O:23])([O:24][CH3:25])[O:13][C:6]1[CH:7]=[CH:8][C:9]([CH2:11][CH3:12])=[CH:10][C:5]=1[C:1]([CH3:4])([CH3:3])[CH3:2]. The yield is 0.910.